Dataset: Catalyst prediction with 721,799 reactions and 888 catalyst types from USPTO. Task: Predict which catalyst facilitates the given reaction. (1) Reactant: Br[CH:2]([C:5]1[CH:14]=[C:13]2[C:8]([C:9](=[O:15])[NH:10][CH:11]=[N:12]2)=[CH:7][CH:6]=1)[CH:3]=O.[CH:16]1([NH:22][C:23]([NH2:25])=[S:24])[CH2:21][CH2:20][CH2:19][CH2:18][CH2:17]1. Product: [CH:16]1([NH:22][C:23]2[S:24][C:2]([C:5]3[CH:14]=[C:13]4[C:8]([C:9](=[O:15])[NH:10][CH:11]=[N:12]4)=[CH:7][CH:6]=3)=[CH:3][N:25]=2)[CH2:21][CH2:20][CH2:19][CH2:18][CH2:17]1. The catalyst class is: 9. (2) Reactant: [Cl:1][C:2]1[C:10]([C:11]2[CH2:15][CH:14]([CH2:16][C:17]#[N:18])[O:13][N:12]=2)=[C:9]([S:19]([CH2:22][CH3:23])(=[O:21])=[O:20])[CH:8]=[CH:7][C:3]=1[C:4]([OH:6])=O.CO[C:26]1[C:27]([NH2:31])=[N:28][O:29][N:30]=1.[CH2:32]([N:34](CC)CC)C.C(P1(=O)OP(=O)(CCC)OP(=O)(CCC)O1)CC. Product: [Cl:1][C:2]1[C:10]([C:11]2[CH2:15][CH:14]([CH2:16][C:17]#[N:18])[O:13][N:12]=2)=[C:9]([S:19]([CH2:22][CH3:23])(=[O:21])=[O:20])[CH:8]=[CH:7][C:3]=1[C:4]([NH:31][C:27]1[C:26]([C:32]#[N:34])=[N:30][O:29][N:28]=1)=[O:6]. The catalyst class is: 64. (3) Reactant: [Br:1][C:2]1[CH:3]=[C:4]([C:8](=[N:11][OH:12])[C:9]#N)[CH:5]=[CH:6][CH:7]=1.[OH-:13].[K+].C[O:16][CH2:17][CH2:18]O.Cl. Product: [Br:1][C:2]1[CH:3]=[C:4](/[C:8](=[N:11]/[OH:12])/[C:9]([O:16][CH2:17][CH3:18])=[O:13])[CH:5]=[CH:6][CH:7]=1. The catalyst class is: 175. (4) Reactant: Cl[C:2]1[C:3]([C@@H:13]([N:15]2[C:23](=[O:24])[C:22]3[C:17](=[CH:18][CH:19]=[CH:20][CH:21]=3)[C:16]2=[O:25])[CH3:14])=[N:4][C:5]2[C:10]([N:11]=1)=[C:9]([Cl:12])[CH:8]=[CH:7][CH:6]=2.[CH3:26][S:27][C:28]1[CH:33]=[CH:32][CH:31]=[CH:30][C:29]=1B(O)O.C(=O)([O-])[O-].[K+].[K+].C(Cl)Cl. Product: [Cl:12][C:9]1[CH:8]=[CH:7][CH:6]=[C:5]2[C:10]=1[N:11]=[C:2]([C:29]1[CH:30]=[CH:31][CH:32]=[CH:33][C:28]=1[S:27][CH3:26])[C:3]([C@@H:13]([N:15]1[C:16](=[O:25])[C:17]3[C:22](=[CH:21][CH:20]=[CH:19][CH:18]=3)[C:23]1=[O:24])[CH3:14])=[N:4]2. The catalyst class is: 3. (5) Reactant: [OH-].[Na+].C([N:6]1[CH:10]([C:11]#[N:12])[CH2:9][N:8]2[C:13]([C:23]3[S:31][C:30]4[CH:29]=[CH:28][N:27]=[CH:26][C:25]=4[CH:24]=3)=[C:14]([C:16]3[CH:21]=[CH:20][CH:19]=[C:18]([CH3:22])[N:17]=3)[N:15]=[C:7]12)(=O)C. Product: [CH3:22][C:18]1[N:17]=[C:16]([C:14]2[N:15]=[C:7]3[NH:6][CH:10]([C:11]#[N:12])[CH2:9][N:8]3[C:13]=2[C:23]2[S:31][C:30]3[CH:29]=[CH:28][N:27]=[CH:26][C:25]=3[CH:24]=2)[CH:21]=[CH:20][CH:19]=1. The catalyst class is: 71. (6) Product: [CH2:10]([O:9][C:7]([N:1]1[CH2:6][CH2:5][N:4]([C:28]([O:27][CH2:24][CH2:25][CH3:26])=[O:29])[CH2:3][CH2:2]1)=[O:8])[C:11]1[CH:16]=[CH:15][CH:14]=[CH:13][CH:12]=1. Reactant: [N:1]1([C:7]([O:9][CH2:10][C:11]2[CH:16]=[CH:15][CH:14]=[CH:13][CH:12]=2)=[O:8])[CH2:6][CH2:5][NH:4][CH2:3][CH2:2]1.C(N(CC)CC)C.[CH2:24]([O:27][C:28](Cl)=[O:29])[CH2:25][CH3:26]. The catalyst class is: 4. (7) Reactant: [Cl:1][C:2]1[CH:3]=[C:4]([S:9](Cl)(=[O:11])=[O:10])[CH:5]=[CH:6][C:7]=1[F:8].[OH-].[NH4+:14]. Product: [Cl:1][C:2]1[CH:3]=[C:4]([S:9]([NH2:14])(=[O:11])=[O:10])[CH:5]=[CH:6][C:7]=1[F:8]. The catalyst class is: 2. (8) Product: [F:38][C:35]1[CH:36]=[CH:37][C:32]([N:28]2[C:29](=[O:31])[CH2:30][CH:26]([CH2:25][O:24][C:21]3[CH:22]=[CH:23][C:18]([C:17]4[NH:16][C:3]5[C:4](=[O:15])[N:5]([CH2:12][CH2:13][CH3:14])[C:6](=[O:11])[N:7]([CH2:8][CH2:9][CH3:10])[C:2]=5[N:1]=4)=[CH:19][CH:20]=3)[CH2:27]2)=[CH:33][CH:34]=1. Reactant: [NH2:1][C:2]1[N:7]([CH2:8][CH2:9][CH3:10])[C:6](=[O:11])[N:5]([CH2:12][CH2:13][CH3:14])[C:4](=[O:15])[C:3]=1[NH:16][C:17](=O)[C:18]1[CH:23]=[CH:22][C:21]([O:24][CH2:25][CH:26]2[CH2:30][C:29](=[O:31])[N:28]([C:32]3[CH:37]=[CH:36][C:35]([F:38])=[CH:34][CH:33]=3)[CH2:27]2)=[CH:20][CH:19]=1.[OH-].[Na+]. The catalyst class is: 5. (9) Reactant: Br[C:2]1[CH:3]=[N:4][CH:5]=[C:6]2[C:11]=1[N:10]=[C:9]([C:12]([NH2:14])=[O:13])[CH:8]=[CH:7]2.[CH3:15][N:16]([CH3:35])[S:17]([C:20]1[CH:25]=[CH:24][C:23](B2OC(C)(C)C(C)(C)O2)=[CH:22][CH:21]=1)(=[O:19])=[O:18].C(=O)([O-])[O-].[Cs+].[Cs+]. Product: [CH3:15][N:16]([CH3:35])[S:17]([C:20]1[CH:21]=[CH:22][C:23]([C:2]2[CH:3]=[N:4][CH:5]=[C:6]3[C:11]=2[N:10]=[C:9]([C:12]([NH2:14])=[O:13])[CH:8]=[CH:7]3)=[CH:24][CH:25]=1)(=[O:18])=[O:19]. The catalyst class is: 688. (10) Reactant: [C:1]([O:5][C:6](=[O:13])[CH:7]([CH:10]1[CH2:12][CH2:11]1)[CH2:8][NH2:9])([CH3:4])([CH3:3])[CH3:2].C[O:15][C:16]([C:18]1[N:19]=[C:20](C#N)[C:21]2[C:26]([C:27]=1[OH:28])=[CH:25][CH:24]=[C:23]([O:29][C:30]1[CH:35]=[CH:34][CH:33]=[CH:32][C:31]=1[F:36])[CH:22]=2)=O.C1CCN2[C:42](=[N:43]CCC2)CC1. Product: [C:1]([O:5][C:6](=[O:13])[CH:7]([CH:10]1[CH2:12][CH2:11]1)[CH2:8][NH:9][C:16]([C:18]1[N:19]=[CH:20][C:21]2[C:26]([C:27]=1[OH:28])=[CH:25][CH2:24][C:23]([C:42]#[N:43])([O:29][C:30]1[CH:35]=[CH:34][CH:33]=[CH:32][C:31]=1[F:36])[CH:22]=2)=[O:15])([CH3:4])([CH3:2])[CH3:3]. The catalyst class is: 44.